Dataset: TCR-epitope binding with 47,182 pairs between 192 epitopes and 23,139 TCRs. Task: Binary Classification. Given a T-cell receptor sequence (or CDR3 region) and an epitope sequence, predict whether binding occurs between them. (1) The epitope is LPRRSGAAGA. The TCR CDR3 sequence is CASSWSGRAYEQYF. Result: 1 (the TCR binds to the epitope). (2) The epitope is VTEHDTLLY. The TCR CDR3 sequence is CSARDLDSLSYEQYF. Result: 1 (the TCR binds to the epitope).